Dataset: Retrosynthesis with 50K atom-mapped reactions and 10 reaction types from USPTO. Task: Predict the reactants needed to synthesize the given product. Given the product Nc1c(Br)cc(C[C@@H](N)CN2CCC(N3CCCCC3)CC2)cc1Br, predict the reactants needed to synthesize it. The reactants are: CC(C)(C)OC(=O)N[C@H](Cc1cc(Br)c(N)c(Br)c1)CN1CCC(N2CCCCC2)CC1.